Dataset: Full USPTO retrosynthesis dataset with 1.9M reactions from patents (1976-2016). Task: Predict the reactants needed to synthesize the given product. (1) Given the product [NH3:7].[CH2:1]([N:7]1[CH2:12][CH2:11][C:10]([CH3:27])([C:13]2[CH:18]=[CH:17][CH:16]=[C:15]([C:41]#[C:40][Si:37]([CH3:39])([CH3:38])[CH3:36])[CH:14]=2)[CH:9]([CH3:28])[CH2:8]1)[CH2:2][CH2:3][CH2:4][CH2:5][CH3:6], predict the reactants needed to synthesize it. The reactants are: [CH2:1]([N:7]1[CH2:12][CH2:11][C:10]([CH3:27])([C:13]2[CH:18]=[CH:17][CH:16]=[C:15](OS(C(F)(F)F)(=O)=O)[CH:14]=2)[CH:9]([CH3:28])[CH2:8]1)[CH2:2][CH2:3][CH2:4][CH2:5][CH3:6].C(NC(C)C)(C)C.[CH3:36][Si:37]([C:40]#[CH:41])([CH3:39])[CH3:38].O. (2) Given the product [ClH:18].[NH2:5][CH2:4][CH2:3][C@@H:2]([C:13]1[S:14][CH:15]=[CH:16][CH:17]=1)[OH:1], predict the reactants needed to synthesize it. The reactants are: [OH:1][C@H:2]([C:13]1[S:14][CH:15]=[CH:16][CH:17]=1)[CH2:3][CH2:4][NH:5]C(=O)OC(C)(C)C.[ClH:18].